From a dataset of Forward reaction prediction with 1.9M reactions from USPTO patents (1976-2016). Predict the product of the given reaction. (1) Given the reactants [Cl:1][C:2]1[CH:11]=[C:10]([Cl:12])[C:9]([O:13]CC2C=CC=CC=2)=[C:8]2[C:3]=1[CH:4]=[CH:5][C:6]([C:21]([OH:23])=[O:22])=[N:7]2.Cl, predict the reaction product. The product is: [Cl:1][C:2]1[CH:11]=[C:10]([Cl:12])[C:9]([OH:13])=[C:8]2[C:3]=1[CH:4]=[CH:5][C:6]([C:21]([OH:23])=[O:22])=[N:7]2. (2) Given the reactants [CH3:1][N:2]([CH3:18])[S:3]([C:6]1[CH:7]=[CH:8][CH:9]=[C:10]2[C:15]=1[N:14]=[C:13]([CH3:16])[CH:12]=[C:11]2Cl)(=[O:5])=[O:4].[Cl:19][C:20]1[CH:21]=[C:22]([CH:25]=[CH:26][C:27]=1[Cl:28])[CH2:23][NH2:24], predict the reaction product. The product is: [CH3:1][N:2]([CH3:18])[S:3]([C:6]1[CH:7]=[CH:8][CH:9]=[C:10]2[C:15]=1[N:14]=[C:13]([CH3:16])[CH:12]=[C:11]2[NH:24][CH2:23][C:22]1[CH:25]=[CH:26][C:27]([Cl:28])=[C:20]([Cl:19])[CH:21]=1)(=[O:5])=[O:4]. (3) The product is: [CH2:36]([NH:43][C@H:28]1[C@:27]([CH2:32][CH3:33])([OH:31])[C@@H:26]([CH3:34])[CH2:25][C@@H:24]([C:23]2[CH:22]=[CH:21][N:20]=[CH:19][C:18]=2[NH:17][C:15](=[O:16])[C:13]2[CH:12]=[CH:11][C:10]([F:35])=[C:9]([C:3]3[C:4]([F:8])=[CH:5][CH:6]=[CH:7][C:2]=3[F:1])[N:14]=2)[CH2:29]1)[C:37]1[CH:42]=[CH:41][CH:40]=[CH:39][CH:38]=1. Given the reactants [F:1][C:2]1[CH:7]=[CH:6][CH:5]=[C:4]([F:8])[C:3]=1[C:9]1[N:14]=[C:13]([C:15]([NH:17][C:18]2[CH:19]=[N:20][CH:21]=[CH:22][C:23]=2[C@H:24]2[CH2:29][C:28](=O)[C@:27]([CH2:32][CH3:33])([OH:31])[C@@H:26]([CH3:34])[CH2:25]2)=[O:16])[CH:12]=[CH:11][C:10]=1[F:35].[CH2:36]([NH2:43])[C:37]1[CH:42]=[CH:41][CH:40]=[CH:39][CH:38]=1.[Li+].[BH4-], predict the reaction product. (4) Given the reactants O.[NH2:2][NH2:3].[F:4][C:5]1[CH:10]=[CH:9][C:8]([CH2:11][C:12]([C:14]2[C:15]([C:22]([O:24]C)=O)=[C:16]([CH3:21])[N:17]([CH3:20])[C:18]=2[CH3:19])=O)=[CH:7][C:6]=1[C:26]([N:28]1[CH2:33][CH2:32][CH:31]([O:34][CH3:35])[CH2:30][CH2:29]1)=[O:27], predict the reaction product. The product is: [F:4][C:5]1[CH:10]=[CH:9][C:8]([CH2:11][C:12]2[C:14]3[C:15](=[C:16]([CH3:21])[N:17]([CH3:20])[C:18]=3[CH3:19])[C:22](=[O:24])[NH:2][N:3]=2)=[CH:7][C:6]=1[C:26]([N:28]1[CH2:33][CH2:32][CH:31]([O:34][CH3:35])[CH2:30][CH2:29]1)=[O:27]. (5) Given the reactants [NH2:1][N:2]1[CH:6]=[CH:5][CH:4]=[C:3]1[C:7]([NH:9][C:10]1[CH:15]=[CH:14][CH:13]=[CH:12][CH:11]=1)=[O:8].[C:16]([O:20][C:21]([NH:23][C@@H:24]([CH2:28][CH3:29])[C:25](O)=[O:26])=[O:22])([CH3:19])([CH3:18])[CH3:17].CCN=C=NCCCN(C)C.Cl, predict the reaction product. The product is: [O:26]=[C:25]([NH:1][N:2]1[CH:6]=[CH:5][CH:4]=[C:3]1[C:7](=[O:8])[NH:9][C:10]1[CH:15]=[CH:14][CH:13]=[CH:12][CH:11]=1)[C@@H:24]([NH:23][C:21](=[O:22])[O:20][C:16]([CH3:19])([CH3:18])[CH3:17])[CH2:28][CH3:29]. (6) Given the reactants [C:1]1([C@H:7]2[C@@H:11]([C:12]3[CH:17]=[CH:16][CH:15]=[CH:14][CH:13]=3)[NH:10][C:9](=[S:18])[NH:8]2)[CH:6]=[CH:5][CH:4]=[CH:3][CH:2]=1.[F:19][C:20]([F:30])([F:29])[C:21]1[CH:28]=[CH:27][CH:26]=[CH:25][C:22]=1[CH2:23][Cl:24], predict the reaction product. The product is: [ClH:24].[F:19][C:20]([F:29])([F:30])[C:21]1[CH:28]=[CH:27][CH:26]=[CH:25][C:22]=1[CH2:23][S:18][C:9]1[NH:8][C@H:7]([C:1]2[CH:2]=[CH:3][CH:4]=[CH:5][CH:6]=2)[C@H:11]([C:12]2[CH:13]=[CH:14][CH:15]=[CH:16][CH:17]=2)[N:10]=1. (7) Given the reactants [NH:1]1[CH2:6][CH2:5][CH2:4][CH2:3][C@H:2]1[C:7]([OH:9])=[O:8].S(Cl)(Cl)=O.[CH3:14]O, predict the reaction product. The product is: [CH3:14][O:8][C:7]([C@@H:2]1[CH2:3][CH2:4][CH2:5][CH2:6][NH:1]1)=[O:9]. (8) The product is: [CH2:1]([O:8][C:9]1[CH:10]=[C:11]([CH:14]=[CH:15][C:16]=1[O:17][CH3:18])[C:12]#[N:25])[C:2]1[CH:7]=[CH:6][CH:5]=[CH:4][CH:3]=1. Given the reactants [CH2:1]([O:8][C:9]1[CH:10]=[C:11]([CH:14]=[CH:15][C:16]=1[O:17][CH3:18])[CH:12]=O)[C:2]1[CH:7]=[CH:6][CH:5]=[CH:4][CH:3]=1.C([O-])(=O)C.[Na+].Cl.[NH2:25]O, predict the reaction product. (9) Given the reactants [C:1]([O:5][C:6]([NH:8][CH:9]([C:11]1[NH:12][C:13]([C:21]2[CH:30]=[CH:29][CH:28]=[C:27]3[C:22]=2[N:23]=[C:24]([NH:32][CH2:33][CH:34]([F:36])[F:35])[C:25]([CH3:31])=[N:26]3)=[CH:14][C:15]=1[C:16]([O:18]CC)=[O:17])[CH3:10])=[O:7])([CH3:4])([CH3:3])[CH3:2].CO, predict the reaction product. The product is: [C:1]([O:5][C:6]([NH:8][CH:9]([C:11]1[NH:12][C:13]([C:21]2[CH:30]=[CH:29][CH:28]=[C:27]3[C:22]=2[N:23]=[C:24]([NH:32][CH2:33][CH:34]([F:35])[F:36])[C:25]([CH3:31])=[N:26]3)=[CH:14][C:15]=1[C:16]([OH:18])=[O:17])[CH3:10])=[O:7])([CH3:2])([CH3:3])[CH3:4].